From a dataset of Retrosynthesis with 50K atom-mapped reactions and 10 reaction types from USPTO. Predict the reactants needed to synthesize the given product. Given the product CC1C(O)c2cc([N+](=O)[O-])ccc2OC1(C)C, predict the reactants needed to synthesize it. The reactants are: CC1C(=O)c2cc([N+](=O)[O-])ccc2OC1(C)C.